Dataset: Peptide-MHC class II binding affinity with 134,281 pairs from IEDB. Task: Regression. Given a peptide amino acid sequence and an MHC pseudo amino acid sequence, predict their binding affinity value. This is MHC class II binding data. (1) The binding affinity (normalized) is 0.540. The MHC is H-2-IAb with pseudo-sequence H-2-IAb. The peptide sequence is SQEYKGSVANEANVY. (2) The peptide sequence is RIIAGTLEVHAVKPA. The MHC is HLA-DQA10102-DQB10502 with pseudo-sequence HLA-DQA10102-DQB10502. The binding affinity (normalized) is 0.140. (3) The peptide sequence is APEVKKTVFETALKK. The MHC is HLA-DQA10101-DQB10501 with pseudo-sequence HLA-DQA10101-DQB10501. The binding affinity (normalized) is 0.106. (4) The peptide sequence is YDKFLANVSTVLTTK. The MHC is DRB1_1602 with pseudo-sequence DRB1_1602. The binding affinity (normalized) is 0.789. (5) The peptide sequence is GRYNCKCCWFADKNL. The MHC is DRB1_0802 with pseudo-sequence DRB1_0802. The binding affinity (normalized) is 0.336. (6) The peptide sequence is RTLILLMLTNPTKRN. The MHC is DRB1_0301 with pseudo-sequence DRB1_0301. The binding affinity (normalized) is 0.374.